From a dataset of Catalyst prediction with 721,799 reactions and 888 catalyst types from USPTO. Predict which catalyst facilitates the given reaction. (1) Reactant: Cl[C:2]1[N:3]=[C:4]([C:16]2[CH:21]=[C:20]([CH3:22])[CH:19]=[C:18]([CH3:23])[CH:17]=2)[C:5]([C:8]2[CH:13]=[C:12]([CH3:14])[CH:11]=[C:10]([CH3:15])[CH:9]=2)=[N:6][CH:7]=1.[CH3:24][C:25]1[CH:30]=[CH:29][CH:28]=[C:27]([CH3:31])[C:26]=1B(O)O.C(=O)([O-])[O-].[Na+].[Na+].O. Product: [CH3:24][C:25]1[CH:30]=[CH:29][CH:28]=[C:27]([CH3:31])[C:26]=1[C:2]1[N:3]=[C:4]([C:16]2[CH:17]=[C:18]([CH3:23])[CH:19]=[C:20]([CH3:22])[CH:21]=2)[C:5]([C:8]2[CH:9]=[C:10]([CH3:15])[CH:11]=[C:12]([CH3:14])[CH:13]=2)=[N:6][CH:7]=1. The catalyst class is: 745. (2) Reactant: [S:1](=[O:5])(=O)([OH:3])[OH:2].[C:6]1([N:12]2[CH2:16][CH2:15][CH2:14][CH2:13]2)[CH:11]=[CH:10][CH:9]=[CH:8][CH:7]=1. Product: [N:12]1([C:6]2[CH:11]=[CH:10][C:9]([S:1]([OH:3])(=[O:5])=[O:2])=[CH:8][CH:7]=2)[CH2:16][CH2:15][CH2:14][CH2:13]1. The catalyst class is: 27. (3) Reactant: [N+:1]([C:4]1[CH:9]=[CH:8][C:7]([S:10]([CH3:17])(=[N:12][C:13](=[O:16])[NH:14][CH3:15])=[O:11])=[CH:6][CH:5]=1)([O-])=O. Product: [NH2:1][C:4]1[CH:9]=[CH:8][C:7]([S:10]([CH3:17])(=[N:12][C:13](=[O:16])[NH:14][CH3:15])=[O:11])=[CH:6][CH:5]=1. The catalyst class is: 19. (4) Reactant: [F:1][C:2]([F:18])([F:17])[C:3]([NH:5][CH2:6][CH2:7][C:8]1[CH:13]=[CH:12][C:11]([N+:14]([O-:16])=[O:15])=[CH:10][CH:9]=1)=[O:4].S(=O)(=O)(O)O.[CH2:24]=O. Product: [N+:14]([C:11]1[CH:12]=[C:13]2[C:8]([CH2:7][CH2:6][N:5]([C:3](=[O:4])[C:2]([F:17])([F:18])[F:1])[CH2:24]2)=[CH:9][CH:10]=1)([O-:16])=[O:15]. The catalyst class is: 52.